Task: Predict the product of the given reaction.. Dataset: Forward reaction prediction with 1.9M reactions from USPTO patents (1976-2016) (1) The product is: [ClH:10].[F:21][C:15]1[CH:14]=[C:13]2[C:18]([CH:19]=[CH:20][C:11]([N:7]3[CH2:8][CH2:9][N:4]([CH:1]([CH3:3])[CH3:2])[CH2:5][CH2:6]3)=[N:12]2)=[CH:17][CH:16]=1. Given the reactants [CH:1]([N:4]1[CH2:9][CH2:8][NH:7][CH2:6][CH2:5]1)([CH3:3])[CH3:2].[Cl:10][C:11]1[CH:20]=[CH:19][C:18]2[C:13](=[CH:14][C:15]([F:21])=[CH:16][CH:17]=2)[N:12]=1, predict the reaction product. (2) Given the reactants [O:1]1[C:5]2[CH:6]=[CH:7][C:8]([OH:10])=[CH:9][C:4]=2[O:3][CH2:2]1.[C:11]([O:15][C:16]([N:18]1[CH2:23][CH2:22][CH:21]([N:24]2[C:28]3=[N:29][CH:30]=[N:31][C:32](Cl)=[C:27]3[CH:26]=[N:25]2)[CH2:20][CH2:19]1)=[O:17])([CH3:14])([CH3:13])[CH3:12].C(=O)([O-])[O-].[K+].[K+].C(=O)([O-])[O-].[Na+].[Na+], predict the reaction product. The product is: [C:11]([O:15][C:16]([N:18]1[CH2:19][CH2:20][CH:21]([N:24]2[C:28]3=[N:29][CH:30]=[N:31][C:32]([O:10][C:8]4[CH:7]=[CH:6][C:5]5[O:1][CH2:2][O:3][C:4]=5[CH:9]=4)=[C:27]3[CH:26]=[N:25]2)[CH2:22][CH2:23]1)=[O:17])([CH3:14])([CH3:12])[CH3:13]. (3) Given the reactants Cl.[F:2][C:3]1[CH:8]=[CH:7][CH:6]=[C:5]([C:9]([F:12])([F:11])[F:10])[C:4]=1[NH:13][C:14]1[CH:15]=[CH:16][C:17]([CH:20]([NH:22][C:23]([C:25]2([NH2:28])[CH2:27][CH2:26]2)=[O:24])[CH3:21])=[N:18][CH:19]=1.[NH2:29][C:30]1[CH:31]=[N:32][CH:33]=[C:34]([CH:38]=1)[C:35](O)=[O:36], predict the reaction product. The product is: [NH2:29][C:30]1[CH:31]=[N:32][CH:33]=[C:34]([CH:38]=1)[C:35]([NH:28][C:25]1([C:23](=[O:24])[NH:22][CH:20]([C:17]2[CH:16]=[CH:15][C:14]([NH:13][C:4]3[C:5]([C:9]([F:12])([F:10])[F:11])=[CH:6][CH:7]=[CH:8][C:3]=3[F:2])=[CH:19][N:18]=2)[CH3:21])[CH2:26][CH2:27]1)=[O:36]. (4) Given the reactants [CH2:1]([OH:5])[C:2]#[C:3][CH3:4].O[C:7]1[CH:8]=[CH:9][C:10]([C:13]([O:15][CH3:16])=[O:14])=[N:11][CH:12]=1.C1(P(C2C=CC=CC=2)C2C=CC=CC=2)C=CC=CC=1.N(C(OC(C)C)=O)=NC(OC(C)C)=O, predict the reaction product. The product is: [CH2:1]([O:5][C:7]1[CH:8]=[CH:9][C:10]([C:13]([O:15][CH3:16])=[O:14])=[N:11][CH:12]=1)[C:2]#[C:3][CH3:4]. (5) Given the reactants C(N(CC)CC)C.FC(F)(F)C(O)=O.[CH2:15]([O:17][CH2:18][C:19]1[N:20]([CH2:33][CH2:34][NH2:35])[C:21]2[C:26]([CH3:27])=[C:25]([CH3:28])[N:24]3[N:29]=[N:30][N:31]=[C:23]3[C:22]=2[N:32]=1)[CH3:16].[CH3:36][S:37](Cl)(=[O:39])=[O:38], predict the reaction product. The product is: [CH2:15]([O:17][CH2:18][C:19]1[N:20]([CH2:33][CH2:34][NH:35][S:37]([CH3:36])(=[O:39])=[O:38])[C:21]2[C:26]([CH3:27])=[C:25]([CH3:28])[N:24]3[N:29]=[N:30][N:31]=[C:23]3[C:22]=2[N:32]=1)[CH3:16]. (6) Given the reactants [H-].[H-].[H-].[H-].[Li+].[Al+3].[F:7][C:8]1[CH:9]=[C:10]([C@H:16]2[NH:20][C@@H:19]([C:21](OCC)=[O:22])[CH2:18][CH2:17]2)[CH:11]=[C:12]([F:15])[C:13]=1[F:14].O.[OH-].[Na+], predict the reaction product. The product is: [F:15][C:12]1[CH:11]=[C:10]([C@H:16]2[NH:20][C@@H:19]([CH2:21][OH:22])[CH2:18][CH2:17]2)[CH:9]=[C:8]([F:7])[C:13]=1[F:14]. (7) Given the reactants C([OH:5])(C)(C)C.[OH2:6].CC[C@@H]1[C@@H]2C[C@H]([C@@H](OC3C4C(=CC=CC=4)C(O[C@@H](C4C=CN=C5C=4C=C(OC)C=C5)[C@@H]4N5C[C@H](CC)[C@@H](CC5)C4)=NN=3)C3C=CN=C4C=3C=C(OC)C=C4)N(CC2)C1.S([O-])([O-])=O.[Na+].[Na+].[CH2:71]([C:74]1[C:83]2[O:82][C:81](=[O:84])[N:80]([CH3:85])[CH2:79][C:78]=2[CH:77]=[CH:76][C:75]=1[O:86][CH3:87])[CH:72]=[CH2:73], predict the reaction product. The product is: [OH:6][CH:72]([CH2:73][OH:5])[CH2:71][C:74]1[C:83]2[O:82][C:81](=[O:84])[N:80]([CH3:85])[CH2:79][C:78]=2[CH:77]=[CH:76][C:75]=1[O:86][CH3:87]. (8) Given the reactants [OH:1][CH2:2][CH2:3][O:4][CH:5]1[CH2:9][CH2:8][N:7]([C:10]([O:12][C:13]([CH3:16])([CH3:15])[CH3:14])=[O:11])[CH2:6]1.[S:17](Cl)([C:20]1[CH:26]=[CH:25][C:23]([CH3:24])=[CH:22][CH:21]=1)(=[O:19])=[O:18].C([O-])(O)=O.[Na+], predict the reaction product. The product is: [S:17]([O:1][CH2:2][CH2:3][O:4][CH:5]1[CH2:9][CH2:8][N:7]([C:10]([O:12][C:13]([CH3:16])([CH3:15])[CH3:14])=[O:11])[CH2:6]1)([C:20]1[CH:26]=[CH:25][C:23]([CH3:24])=[CH:22][CH:21]=1)(=[O:19])=[O:18]. (9) Given the reactants [Cl:1][C:2]1[C:7]([CH3:8])=[CH:6][C:5](B2OC(C)(C)C(C)(C)O2)=[CH:4][C:3]=1[CH3:18].I[C:20]1[N:21]([CH3:25])[CH:22]=[CH:23][N:24]=1, predict the reaction product. The product is: [Cl:1][C:2]1[C:3]([CH3:18])=[CH:4][C:5]([C:20]2[N:21]([CH3:25])[CH:22]=[CH:23][N:24]=2)=[CH:6][C:7]=1[CH3:8].